The task is: Predict the reactants needed to synthesize the given product.. This data is from Full USPTO retrosynthesis dataset with 1.9M reactions from patents (1976-2016). (1) Given the product [F:39][C:19]([F:18])([F:38])[C:20]1[CH:21]=[C:22]([C@H:30]2[O:34][C:33](=[O:35])[N:32]([C@H:3]([C:6]3[CH:11]=[C:10]([C:19]([F:39])([F:38])[F:18])[CH:9]=[CH:8][C:7]=3[Br:13])[CH:4]=[CH2:5])[C@H:31]2[CH:36]=[CH2:37])[CH:23]=[C:24]([C:26]([F:27])([F:28])[F:29])[CH:25]=1, predict the reactants needed to synthesize it. The reactants are: C(=O)(OCC)O[CH:3]([C:6]1[CH:11]=[C:10](F)[CH:9]=[CH:8][C:7]=1[Br:13])[CH:4]=[CH2:5].[F:18][C:19]([F:39])([F:38])[C:20]1[CH:21]=[C:22]([C@H:30]2[O:34][C:33](=[O:35])[NH:32][C@H:31]2[CH:36]=[CH2:37])[CH:23]=[C:24]([C:26]([F:29])([F:28])[F:27])[CH:25]=1. (2) Given the product [CH2:26]([NH:29][C:23]([C:15]1[S:14][C:6]2[N:7]([C:8]3[CH:9]=[CH:10][CH:11]=[CH:12][CH:13]=3)[C:2](=[O:1])[CH:3]=[CH:4][C:5]=2[C:16]=1[C:17]1[CH:18]=[CH:19][CH:20]=[CH:21][CH:22]=1)=[O:24])[CH:27]=[CH2:28], predict the reactants needed to synthesize it. The reactants are: [O:1]=[C:2]1[N:7]([C:8]2[CH:13]=[CH:12][CH:11]=[CH:10][CH:9]=2)[C:6]2[S:14][C:15]([C:23](O)=[O:24])=[C:16]([C:17]3[CH:22]=[CH:21][CH:20]=[CH:19][CH:18]=3)[C:5]=2[CH:4]=[CH:3]1.[CH2:26]([NH2:29])[CH:27]=[CH2:28].C(N(CC)CC)C.C(Cl)CCl.Cl. (3) Given the product [C:1]([O:49][C:44]1[CH:45]=[CH:46][CH:47]=[CH:48][C:43]=1[C@@H:29]1[O:30][C@:31]2([CH2:32][O:33][CH2:34][C:35]3[CH:40]=[CH:39][CH:38]=[CH:37][CH:36]=3)[C@@:27]([CH2:20][C:21]3[CH:26]=[CH:25][CH:24]=[CH:23][CH:22]=3)([OH:50])[C@H:28]1[O:42][CH2:41]2)(=[O:8])[C:2]1[CH:7]=[CH:6][CH:5]=[CH:4][CH:3]=1, predict the reactants needed to synthesize it. The reactants are: [C:1](Cl)(=[O:8])[C:2]1[CH:7]=[CH:6][CH:5]=[CH:4][CH:3]=1.C(N(CC)CC)C.ClCCl.[CH2:20]([C@@:27]1([OH:50])[C@@:31]2([CH2:41][O:42][C@H:28]1[C@H:29]([C:43]1[CH:48]=[CH:47][CH:46]=[CH:45][C:44]=1[OH:49])[O:30]2)[CH2:32][O:33][CH2:34][C:35]1[CH:40]=[CH:39][CH:38]=[CH:37][CH:36]=1)[C:21]1[CH:26]=[CH:25][CH:24]=[CH:23][CH:22]=1. (4) Given the product [CH:24]([CH:25]1[CH2:33][C:32]2[C:27](=[CH:28][CH:29]=[CH:30][CH:31]=2)[N:26]1[C:34]([O:36][C:37]([CH3:40])([CH3:39])[CH3:38])=[O:35])=[O:23], predict the reactants needed to synthesize it. The reactants are: CC(OI1(OC(C)=O)(OC(C)=O)OC(=O)C2C=CC=CC1=2)=O.[OH:23][CH2:24][CH:25]1[CH2:33][C:32]2[C:27](=[CH:28][CH:29]=[CH:30][CH:31]=2)[N:26]1[C:34]([O:36][C:37]([CH3:40])([CH3:39])[CH3:38])=[O:35]. (5) Given the product [CH3:25][O:26][C:27]1[CH:28]=[CH:29][C:30]([S:33]([N:20]2[CH2:21][CH2:22][CH:23]([CH3:24])[CH:18]([N:8]([CH3:7])[C:9]3[C:10]4[CH:17]=[CH:16][NH:15][C:11]=4[N:12]=[CH:13][N:14]=3)[CH2:19]2)(=[O:35])=[O:34])=[CH:31][CH:32]=1, predict the reactants needed to synthesize it. The reactants are: N1C=CC=CC=1.[CH3:7][N:8]([CH:18]1[CH:23]([CH3:24])[CH2:22][CH2:21][NH:20][CH2:19]1)[C:9]1[C:10]2[CH:17]=[CH:16][NH:15][C:11]=2[N:12]=[CH:13][N:14]=1.[CH3:25][O:26][C:27]1[CH:32]=[CH:31][C:30]([S:33](Cl)(=[O:35])=[O:34])=[CH:29][CH:28]=1. (6) The reactants are: Br[CH2:2][CH:3]1[CH2:7][N:6]([C:8]2[CH:9]=[N:10][N:11]3[CH2:16][C@H:15]([CH3:17])[N:14]([C:18]([O:20][C:21]([CH3:24])([CH3:23])[CH3:22])=[O:19])[CH2:13][C:12]=23)[C:5](=[O:25])[CH2:4]1.[CH3:26][S:27]([O:29][Na])=[O:28]. Given the product [CH3:17][C@H:15]1[CH2:16][N:11]2[N:10]=[CH:9][C:8]([N:6]3[CH2:7][CH:3]([CH2:2][S:27]([CH3:26])(=[O:29])=[O:28])[CH2:4][C:5]3=[O:25])=[C:12]2[CH2:13][N:14]1[C:18]([O:20][C:21]([CH3:24])([CH3:22])[CH3:23])=[O:19], predict the reactants needed to synthesize it. (7) The reactants are: ClC(Cl)(Cl)C([N:5]1[CH:12]2[CH2:13][CH:8]3[CH2:9][CH:10]([CH2:14][CH:6]1[CH2:7]3)[CH2:11]2)=O.C(O)(C)C.[OH-].[Na+].O. Given the product [CH:6]12[CH2:14][CH:10]3[CH2:9][CH:8]([CH2:13][CH:12]([CH2:11]3)[NH:5]1)[CH2:7]2, predict the reactants needed to synthesize it. (8) Given the product [ClH:1].[Cl:1][C:2]1[N:7]=[C:6]([N:9]2[C:17]3[C:12](=[CH:13][CH:14]=[CH:15][CH:16]=3)[CH2:11][CH2:10]2)[CH:5]=[CH:4][N:3]=1, predict the reactants needed to synthesize it. The reactants are: [Cl:1][C:2]1[N:7]=[C:6](Cl)[CH:5]=[CH:4][N:3]=1.[NH:9]1[C:17]2[C:12](=[CH:13][CH:14]=[CH:15][CH:16]=2)[CH2:11][CH2:10]1. (9) Given the product [CH3:2][O:3][C:4](=[O:14])[CH:5]([NH:6][C:28]([C:25]1[CH:24]=[CH:23][C:22]([C:19]2[CH:20]=[CH:21][C:16]([OH:15])=[CH:17][CH:18]=2)=[CH:27][CH:26]=1)=[O:29])[CH2:7][C:8]1[CH:13]=[CH:12][CH:11]=[CH:10][CH:9]=1, predict the reactants needed to synthesize it. The reactants are: Cl.[CH3:2][O:3][C:4](=[O:14])[C@H:5]([CH2:7][C:8]1[CH:13]=[CH:12][CH:11]=[CH:10][CH:9]=1)[NH2:6].[OH:15][C:16]1[CH:21]=[CH:20][C:19]([C:22]2[CH:27]=[CH:26][C:25]([C:28](O)=[O:29])=[CH:24][CH:23]=2)=[CH:18][CH:17]=1.Cl.C(N=C=NCCCN(C)C)C.ON1C2C=CC=CC=2N=N1.C(N(CC)CC)C. (10) Given the product [F:36][C:37]([F:57])([F:56])[S:38]([O:21][C:22]1[CH2:23][CH:24]2[CH2:30][CH:28]([CH2:27][N:26]([C:31]([O:33][CH2:34][CH3:35])=[O:32])[CH2:25]2)[CH:29]=1)(=[O:40])=[O:39], predict the reactants needed to synthesize it. The reactants are: C([Li])CCC.C(NC(C)C)(C)C.C([N-]C(C)C)(C)C.[Li+].[O:21]=[C:22]1[CH2:29][CH:28]2[CH2:30][CH:24]([CH2:25][N:26]([C:31]([O:33][CH2:34][CH3:35])=[O:32])[CH2:27]2)[CH2:23]1.[F:36][C:37]([F:57])([F:56])[S:38](N(C1C=CC(Cl)=CN=1)[S:38]([C:37]([F:57])([F:56])[F:36])(=[O:40])=[O:39])(=[O:40])=[O:39].